Dataset: Retrosynthesis with 50K atom-mapped reactions and 10 reaction types from USPTO. Task: Predict the reactants needed to synthesize the given product. (1) Given the product COc1ccc(CNc2ccc(Cl)cc2C(=O)C(F)(F)F)cc1OC, predict the reactants needed to synthesize it. The reactants are: COc1ccc(CO)cc1OC.Nc1ccc(Cl)cc1C(=O)C(F)(F)F. (2) Given the product CN(Cc1cc2nc(Cl)nc(N3CCOCC3)c2s1)C(=O)CN1CCC(S(C)(=O)=O)C1, predict the reactants needed to synthesize it. The reactants are: CN(Cc1cc2nc(Cl)nc(N3CCOCC3)c2s1)C(=O)CBr.CS(=O)(=O)C1CCNC1. (3) The reactants are: COCc1nc(-c2ccc(C(F)(F)F)cc2)ccc1C(=O)OC. Given the product COCc1nc(-c2ccc(C(F)(F)F)cc2)ccc1CO, predict the reactants needed to synthesize it. (4) Given the product Cn1nc(C(F)(F)F)c(CN2CCN(c3cn4nc(-c5ccco5)nc4c(N)n3)CC2)c1Cl, predict the reactants needed to synthesize it. The reactants are: Cn1nc(C(F)(F)F)c(C=O)c1Cl.Nc1nc(N2CCNCC2)cn2nc(-c3ccco3)nc12. (5) Given the product COC(=O)CNc1ccc(OC)cc1OC, predict the reactants needed to synthesize it. The reactants are: COC(=O)CBr.COc1ccc(N)c(OC)c1. (6) Given the product COc1cnc(N2CC[C@H](N3CC[C@](CC(C)(C)O)(c4ccccc4)OC3=O)C2)nc1, predict the reactants needed to synthesize it. The reactants are: CC(C)(O)C[C@]1(c2ccccc2)CCN([C@H]2CCNC2)C(=O)O1.COc1cnc(Cl)nc1. (7) Given the product COC(=O)c1cnc2[nH]c([Si](C)(C)C)c(C3CCCCC3)c2c1, predict the reactants needed to synthesize it. The reactants are: COC(=O)c1cnc(N)c(I)c1.C[Si](C)(C)C#CC1CCCCC1. (8) Given the product FC(F)(F)c1ccc(Nc2ncnc3c2CCN(Cc2ccccc2)C3)cc1, predict the reactants needed to synthesize it. The reactants are: Clc1ncnc2c1CCN(Cc1ccccc1)C2.Nc1ccc(C(F)(F)F)cc1. (9) Given the product Cc1ccccc1[C@H](O)CCc1c(C(=O)N(C)C)cc2c(nc(C)n2C)c1O, predict the reactants needed to synthesize it. The reactants are: Cc1ccccc1C(=O)CCc1c(C(=O)N(C)C)cc2c(nc(C)n2C)c1O. (10) Given the product Cc1cc(-c2nnc3c4ccccc4c(OCc4ccc(COS(C)(=O)=O)cn4)nn23)no1, predict the reactants needed to synthesize it. The reactants are: CS(=O)(=O)Cl.Cc1cc(-c2nnc3c4ccccc4c(OCc4ccc(CO)cn4)nn23)no1.